This data is from NCI-60 drug combinations with 297,098 pairs across 59 cell lines. The task is: Regression. Given two drug SMILES strings and cell line genomic features, predict the synergy score measuring deviation from expected non-interaction effect. (1) Drug 1: C1CC(C1)(C(=O)O)C(=O)O.[NH2-].[NH2-].[Pt+2]. Drug 2: C#CCC(CC1=CN=C2C(=N1)C(=NC(=N2)N)N)C3=CC=C(C=C3)C(=O)NC(CCC(=O)O)C(=O)O. Cell line: SNB-19. Synergy scores: CSS=39.8, Synergy_ZIP=0.610, Synergy_Bliss=-1.24, Synergy_Loewe=-1.08, Synergy_HSA=-0.697. (2) Drug 1: CN(C(=O)NC(C=O)C(C(C(CO)O)O)O)N=O. Drug 2: CCC1(C2=C(COC1=O)C(=O)N3CC4=CC5=C(C=CC(=C5CN(C)C)O)N=C4C3=C2)O.Cl. Cell line: SK-MEL-28. Synergy scores: CSS=-1.95, Synergy_ZIP=-3.62, Synergy_Bliss=-8.99, Synergy_Loewe=-30.9, Synergy_HSA=-11.4. (3) Drug 1: CNC(=O)C1=NC=CC(=C1)OC2=CC=C(C=C2)NC(=O)NC3=CC(=C(C=C3)Cl)C(F)(F)F. Drug 2: C1C(C(OC1N2C=NC(=NC2=O)N)CO)O. Cell line: CAKI-1. Synergy scores: CSS=-4.23, Synergy_ZIP=4.43, Synergy_Bliss=4.36, Synergy_Loewe=-6.24, Synergy_HSA=-4.31.